Dataset: Catalyst prediction with 721,799 reactions and 888 catalyst types from USPTO. Task: Predict which catalyst facilitates the given reaction. (1) Reactant: [C:9](O[C:9]([O:11][C:12]([CH3:15])([CH3:14])[CH3:13])=[O:10])([O:11][C:12]([CH3:15])([CH3:14])[CH3:13])=[O:10].[NH2:16][C:17]1(C)[CH:22]=[CH:21][CH:20]=[CH:19][NH:18]1.[CH3:24]CCCCC. Product: [C:12]([O:11][C:9]([NH:16][C:17]1[C:22]([CH3:24])=[CH:21][CH:20]=[CH:19][N:18]=1)=[O:10])([CH3:13])([CH3:14])[CH3:15]. The catalyst class is: 13. (2) The catalyst class is: 1. Product: [C:1]([C:3]1[CH:8]=[CH:7][C:6]([C@@H:9]2[C:14]([C:15]#[N:16])=[C:13]([CH3:17])[N:12]([C:18]3[CH:23]=[CH:22][CH:21]=[C:20]([C:24]([F:27])([F:26])[F:25])[CH:19]=3)[C:11](=[O:28])[N:10]2[S:36]([CH3:35])(=[O:38])=[O:37])=[C:5]([S:29]([CH3:32])(=[O:31])=[O:30])[CH:4]=1)#[N:2]. Reactant: [C:1]([C:3]1[CH:8]=[CH:7][C:6]([C@@H:9]2[C:14]([C:15]#[N:16])=[C:13]([CH3:17])[N:12]([C:18]3[CH:23]=[CH:22][CH:21]=[C:20]([C:24]([F:27])([F:26])[F:25])[CH:19]=3)[C:11](=[O:28])[NH:10]2)=[C:5]([S:29]([CH3:32])(=[O:31])=[O:30])[CH:4]=1)#[N:2].[H-].[Na+].[CH3:35][S:36](Cl)(=[O:38])=[O:37]. (3) Reactant: B.C1COCC1.[Br:7][CH2:8][C:9]([C:11]1[CH:22]=[CH:21][C:14]2[O:15][C:16]([CH3:20])([CH3:19])[O:17][CH2:18][C:13]=2[CH:12]=1)=[O:10].CO. Product: [Br:7][CH2:8][CH:9]([C:11]1[CH:22]=[CH:21][C:14]2[O:15][C:16]([CH3:19])([CH3:20])[O:17][CH2:18][C:13]=2[CH:12]=1)[OH:10]. The catalyst class is: 1. (4) The catalyst class is: 278. Reactant: C([O:3][C:4](=[O:26])[CH2:5][CH:6]1[CH2:14][C:13]2[C:8](=[CH:9][CH:10]=[C:11]([C:15]3[CH:20]=[CH:19][C:18]([O:21][CH3:22])=[C:17]([CH2:23][CH3:24])[CH:16]=3)[CH:12]=2)[C:7]1=[O:25])C.[OH-].[Na+].C(Cl)Cl.Cl. Product: [CH2:23]([C:17]1[CH:16]=[C:15]([C:11]2[CH:12]=[C:13]3[C:8](=[CH:9][CH:10]=2)[C:7](=[O:25])[CH:6]([CH2:5][C:4]([OH:26])=[O:3])[CH2:14]3)[CH:20]=[CH:19][C:18]=1[O:21][CH3:22])[CH3:24]. (5) Reactant: [NH2:1][CH2:2][CH2:3][O:4][CH2:5][CH2:6][OH:7].[OH-].[K+].[C:10]([O:14][C:15](O[C:15]([O:14][C:10]([CH3:13])([CH3:12])[CH3:11])=[O:16])=[O:16])([CH3:13])([CH3:12])[CH3:11]. Product: [C:10]([O:14][C:15](=[O:16])[NH:1][CH2:2][CH2:3][O:4][CH2:5][CH2:6][OH:7])([CH3:13])([CH3:12])[CH3:11]. The catalyst class is: 127. (6) Reactant: C(=O)([O-])[O-].[Cs+].[Cs+].[OH:7][C:8]1[CH:9]=[C:10]([CH:20]=[C:21]([O:23][C@@H:24]([CH3:27])[CH2:25][OH:26])[CH:22]=1)[C:11]([NH:13][C:14]1[S:18][N:17]=[C:16]([CH3:19])[N:15]=1)=[O:12].F[C:29]1[CH:41]=[CH:40][C:32]2[C:33](=[O:39])[N:34]([CH3:38])[CH2:35][CH2:36][O:37][C:31]=2[CH:30]=1. Product: [CH3:35][CH:36]1[N:34]([CH3:38])[C:33](=[O:39])[C:32]2[CH:40]=[CH:41][C:29]([O:7][C:8]3[CH:9]=[C:10]([CH:20]=[C:21]([O:23][C@@H:24]([CH3:27])[CH2:25][OH:26])[CH:22]=3)[C:11]([NH:13][C:14]3[S:18][N:17]=[C:16]([CH3:19])[N:15]=3)=[O:12])=[CH:30][C:31]=2[O:37]1. The catalyst class is: 44. (7) Reactant: [C:1]([O:5][C:6]([N:8]1[CH2:15][CH:14]2[N:16]([S:17]([C:20]3[CH:25]=[CH:24][C:23]([Cl:26])=[CH:22][CH:21]=3)(=[O:19])=[O:18])[CH:10]([CH2:11][C:12](=[O:27])[CH2:13]2)[CH2:9]1)=[O:7])([CH3:4])([CH3:3])[CH3:2].[CH:28](OCC)=[O:29].[O-]CC.[Na+]. Product: [C:1]([O:5][C:6]([N:8]1[CH2:9][CH:10]2[N:16]([S:17]([C:20]3[CH:21]=[CH:22][C:23]([Cl:26])=[CH:24][CH:25]=3)(=[O:18])=[O:19])[CH:14]([CH2:13][C:12](=[O:27])[C:11]2=[CH:28][OH:29])[CH2:15]1)=[O:7])([CH3:4])([CH3:2])[CH3:3]. The catalyst class is: 219. (8) Reactant: [CH3:1][C:2]1[CH:7]=[CH:6][CH:5]=[C:4]([CH3:8])[C:3]=1[C:9]1[N:10]=[C:11]([O:28]C)[C:12]2[CH2:18][N:17]([C:19]3[N:23]([CH3:24])[N:22]=[C:21]([CH:25]([CH3:27])[CH3:26])[CH:20]=3)[CH2:16][CH2:15][C:13]=2[N:14]=1.Cl.O.C([O-])(O)=O.[Na+]. Product: [CH3:8][C:4]1[CH:5]=[CH:6][CH:7]=[C:2]([CH3:1])[C:3]=1[C:9]1[N:10]=[C:11]([OH:28])[C:12]2[CH2:18][N:17]([C:19]3[N:23]([CH3:24])[N:22]=[C:21]([CH:25]([CH3:26])[CH3:27])[CH:20]=3)[CH2:16][CH2:15][C:13]=2[N:14]=1. The catalyst class is: 14. (9) Reactant: [C:1]([C:3]([NH:7][C:8](=[O:17])[O:9][CH2:10][C:11]1[CH:16]=[CH:15][CH:14]=[CH:13][CH:12]=1)([CH3:6])[CH2:4][F:5])#[N:2].[H][H]. Product: [NH2:2][CH2:1][C:3]([NH:7][C:8](=[O:17])[O:9][CH2:10][C:11]1[CH:16]=[CH:15][CH:14]=[CH:13][CH:12]=1)([CH3:6])[CH2:4][F:5]. The catalyst class is: 834.